From a dataset of Reaction yield outcomes from USPTO patents with 853,638 reactions. Predict the reaction yield, written as a fraction of the theoretical maximum amount of product (1.0 means a 100% yield; for example, 0.34 means a 34% yield). (1) The reactants are ClC(Cl)(O[C:5](=[O:11])OC(Cl)(Cl)Cl)Cl.[CH3:13][N:14]1[CH:19]2[CH2:20][CH2:21][CH:15]1[CH2:16][CH:17]([O:22][C:23]1[N:28]=[C:27]([N:29]3[CH2:34][CH2:33][O:32][CH2:31][CH2:30]3)[N:26]=[C:25]([C:35]3[CH:40]=[CH:39][C:38]([NH2:41])=[CH:37][CH:36]=3)[N:24]=1)[CH2:18]2.[NH2:42][C:43]1[CH:48]=[CH:47][N:46]=[CH:45][CH:44]=1.CCN(CC)CC. The yield is 0.220. The catalyst is C(Cl)Cl. The product is [CH3:13][N:14]1[CH:15]2[CH2:21][CH2:20][CH:19]1[CH2:18][CH:17]([O:22][C:23]1[N:28]=[C:27]([N:29]3[CH2:30][CH2:31][O:32][CH2:33][CH2:34]3)[N:26]=[C:25]([C:35]3[CH:36]=[CH:37][C:38]([NH:41][C:5]([NH:42][C:43]4[CH:48]=[CH:47][N:46]=[CH:45][CH:44]=4)=[O:11])=[CH:39][CH:40]=3)[N:24]=1)[CH2:16]2. (2) The reactants are [Cl:1][C:2]1[CH:7]=[CH:6][C:5]([NH:8][CH2:9][CH2:10][C:11]([O:13][CH2:14][CH3:15])=[O:12])=[C:4]([N+:16]([O-])=O)[CH:3]=1. The catalyst is CO.[Ni]. The product is [NH2:16][C:4]1[CH:3]=[C:2]([Cl:1])[CH:7]=[CH:6][C:5]=1[NH:8][CH2:9][CH2:10][C:11]([O:13][CH2:14][CH3:15])=[O:12]. The yield is 0.899.